Dataset: Catalyst prediction with 721,799 reactions and 888 catalyst types from USPTO. Task: Predict which catalyst facilitates the given reaction. (1) Reactant: [Na].[CH3:2][C@H:3]([CH2:19][CH2:20][CH3:21])[CH2:4][C:5]([N:7]1[C@H:11]([C:12]2[CH:17]=[CH:16][CH:15]=[CH:14][CH:13]=2)[CH2:10][O:9][C:8]1=[O:18])=[O:6].[CH3:22]I. The catalyst class is: 7. Product: [CH3:22][C@H:4]([C@H:3]([CH3:2])[CH2:19][CH2:20][CH3:21])[C:5]([N:7]1[C@H:11]([C:12]2[CH:17]=[CH:16][CH:15]=[CH:14][CH:13]=2)[CH2:10][O:9][C:8]1=[O:18])=[O:6]. (2) Reactant: [CH:1]([N:4]1[CH2:9][CH2:8][CH:7]([O:10][C:11]2[CH:12]=[CH:13][C:14]3[CH:18]=[C:17]([C:19]([OH:21])=O)[S:16][C:15]=3[CH:22]=2)[CH2:6][CH2:5]1)([CH3:3])[CH3:2].Cl.[F:24][C:25]1([F:31])[CH2:30][CH2:29][NH:28][CH2:27][CH2:26]1.F[P-](F)(F)(F)(F)F.N1(O[P+](N(C)C)(N(C)C)N(C)C)C2C=CC=CC=2N=N1.C(N(C(C)C)C(C)C)C. Product: [F:24][C:25]1([F:31])[CH2:30][CH2:29][N:28]([C:19]([C:17]2[S:16][C:15]3[CH:22]=[C:11]([O:10][CH:7]4[CH2:6][CH2:5][N:4]([CH:1]([CH3:2])[CH3:3])[CH2:9][CH2:8]4)[CH:12]=[CH:13][C:14]=3[CH:18]=2)=[O:21])[CH2:27][CH2:26]1. The catalyst class is: 1. (3) Reactant: CN(C)[CH:3]=[CH:4][C:5]([C:7]1[C:12](=[O:13])[C:11]([O:14][CH3:15])=[CH:10][N:9]([C:16]2[CH:21]=[CH:20][C:19]([N:22]3[CH:26]=[CH:25][CH:24]=[N:23]3)=[CH:18][C:17]=2[F:27])[N:8]=1)=O.[F:29][C:30]([F:35])([F:34])[CH2:31][NH:32][NH2:33].C(O)(C(F)(F)F)=O. Product: [F:27][C:17]1[CH:18]=[C:19]([N:22]2[CH:26]=[CH:25][CH:24]=[N:23]2)[CH:20]=[CH:21][C:16]=1[N:9]1[CH:10]=[C:11]([O:14][CH3:15])[C:12](=[O:13])[C:7]([C:5]2[N:32]([CH2:31][C:30]([F:35])([F:34])[F:29])[N:33]=[CH:3][CH:4]=2)=[N:8]1. The catalyst class is: 8. (4) Reactant: [C:1]([C:4]1[CH:5]=[CH:6][C:7]([CH3:11])=[C:8]([OH:10])[CH:9]=1)(=O)[CH3:2].Cl.[CH3:13][O:14][NH2:15].Cl.C(=O)([O-])O.[Na+]. Product: [CH3:13][O:14][N:15]=[C:1]([C:4]1[CH:9]=[C:8]([OH:10])[C:7]([CH3:11])=[CH:6][CH:5]=1)[CH3:2]. The catalyst class is: 8. (5) Reactant: [CH:1]1([C:4]([N:6]2[CH2:10][CH2:9][C@@H:8]([CH2:11][NH:12][C:13]3[C:14]([NH2:19])=[CH:15][CH:16]=[CH:17][CH:18]=3)[CH2:7]2)=[O:5])[CH2:3][CH2:2]1.[S:20]1[C:24]2[CH:25]=[C:26]([C:29]3[CH:36]=[CH:35][C:32]([CH:33]=O)=[CH:31][CH:30]=3)[CH:27]=[CH:28][C:23]=2[N:22]=[CH:21]1.OOS([O-])=O.[K+]. Product: [CH:1]1([C:4]([N:6]2[CH2:10][CH2:9][C@@H:8]([CH2:11][N:12]3[C:13]4[CH:18]=[CH:17][CH:16]=[CH:15][C:14]=4[N:19]=[C:33]3[C:32]3[CH:31]=[CH:30][C:29]([C:26]4[CH:27]=[CH:28][C:23]5[N:22]=[CH:21][S:20][C:24]=5[CH:25]=4)=[CH:36][CH:35]=3)[CH2:7]2)=[O:5])[CH2:3][CH2:2]1. The catalyst class is: 3. (6) Reactant: I[C:2]1[C:7]([C:8]([NH:10][NH:11][C:12]2[CH:17]=[CH:16][CH:15]=[CH:14][CH:13]=2)=[O:9])=[C:6]([O:18][CH3:19])[N:5]=[CH:4][CH:3]=1.N1CCC[C@H]1C(O)=O.C(=O)([O-])[O-].[K+].[K+]. Product: [CH3:19][O:18][C:6]1[C:7]2[C:8](=[O:9])[NH:10][N:11]([C:12]3[CH:17]=[CH:16][CH:15]=[CH:14][CH:13]=3)[C:2]=2[CH:3]=[CH:4][N:5]=1. The catalyst class is: 156. (7) Reactant: [OH-].[Na+].C[O:4][C:5]([C:7]1[CH:12]=[CH:11][C:10]([C:13]2[CH:18]=[CH:17][C:16]([O:19][CH3:20])=[CH:15][CH:14]=2)=[CH:9][CH:8]=1)=[O:6].O.Cl. Product: [CH3:20][O:19][C:16]1[CH:15]=[CH:14][C:13]([C:10]2[CH:11]=[CH:12][C:7]([C:5]([OH:6])=[O:4])=[CH:8][CH:9]=2)=[CH:18][CH:17]=1. The catalyst class is: 1. (8) Reactant: [CH:1]1([N:6]2[C:15]3[N:14]=[C:13]([N:16]4[CH:20]=[C:19]([C:21]([OH:23])=O)[CH:18]=[N:17]4)[N:12]=[CH:11][C:10]=3[N:9]([CH3:24])[C:8](=[O:25])[C@H:7]2[CH2:26][CH3:27])[CH2:5][CH2:4][CH2:3][CH2:2]1.C[CH2:29][N:30]=[C:31]=NCCCN(C)C.Cl.CNC.C1C=NC2N(O)N=NC=2C=1.C(N(CC)CC)C. The catalyst class is: 2. Product: [CH:1]1([N:6]2[C:15]3[N:14]=[C:13]([N:16]4[CH:20]=[C:19]([C:21]([N:30]([CH3:31])[CH3:29])=[O:23])[CH:18]=[N:17]4)[N:12]=[CH:11][C:10]=3[N:9]([CH3:24])[C:8](=[O:25])[C@H:7]2[CH2:26][CH3:27])[CH2:2][CH2:3][CH2:4][CH2:5]1.